Dataset: Peptide-MHC class II binding affinity with 134,281 pairs from IEDB. Task: Regression. Given a peptide amino acid sequence and an MHC pseudo amino acid sequence, predict their binding affinity value. This is MHC class II binding data. The peptide sequence is TNFKYNYSVIEGGPI. The MHC is HLA-DQA10301-DQB10302 with pseudo-sequence HLA-DQA10301-DQB10302. The binding affinity (normalized) is 0.377.